Dataset: Forward reaction prediction with 1.9M reactions from USPTO patents (1976-2016). Task: Predict the product of the given reaction. (1) The product is: [CH3:22][O:21][C:16]1[C:15]([N:14]2[C:5]3[C:4]4[CH:3]=[C:2]([C:30]5[CH:29]=[N:28][C:27]([O:26][CH3:25])=[CH:32][CH:31]=5)[CH:11]=[CH:10][C:9]=4[N:8]=[CH:7][C:6]=3[N:12]([CH3:24])[C:13]2=[O:23])=[CH:20][CH:19]=[CH:18][N:17]=1. Given the reactants Br[C:2]1[CH:11]=[CH:10][C:9]2[N:8]=[CH:7][C:6]3[N:12]([CH3:24])[C:13](=[O:23])[N:14]([C:15]4[C:16]([O:21][CH3:22])=[N:17][CH:18]=[CH:19][CH:20]=4)[C:5]=3[C:4]=2[CH:3]=1.[CH3:25][O:26][C:27]1[CH:32]=[CH:31][C:30](B(O)O)=[CH:29][N:28]=1.C([O-])([O-])=O.[K+].[K+], predict the reaction product. (2) Given the reactants [Br:1][C:2]1[CH:9]=[C:8]([Br:10])[CH:7]=[C:4]([CH:5]=[O:6])[C:3]=1[OH:11].[BH4-].[Na+], predict the reaction product. The product is: [OH:11][C:3]1[C:2]([Br:1])=[CH:9][C:8]([Br:10])=[CH:7][C:4]=1[CH2:5][OH:6]. (3) Given the reactants [OH:1][C:2]1[C:7]([C:8]([O:10][C:11]2[CH:16]=[CH:15][CH:14]=[CH:13][CH:12]=2)=[O:9])=[C:6]([CH3:17])[C:5]([O:18][CH3:19])=[CH:4][CH:3]=1.[H-].[Na+].[CH2:22](Br)[C:23]1[CH:28]=[CH:27][CH:26]=[CH:25][CH:24]=1, predict the reaction product. The product is: [CH2:22]([O:1][C:2]1[C:7]([C:8]([O:10][C:11]2[CH:16]=[CH:15][CH:14]=[CH:13][CH:12]=2)=[O:9])=[C:6]([CH3:17])[C:5]([O:18][CH3:19])=[CH:4][CH:3]=1)[C:23]1[CH:28]=[CH:27][CH:26]=[CH:25][CH:24]=1. (4) Given the reactants I[C:2]1[CH:7]=[CH:6][N:5]=[CH:4][CH:3]=1.[Li]CCCC.CCCCCC.[NH:19]1[CH:23]=[C:22]([C:24]2[S:25][C:26]([C:29](=[O:32])[CH2:30][CH3:31])=[CH:27][N:28]=2)[CH:21]=[N:20]1, predict the reaction product. The product is: [NH:20]1[CH:21]=[C:22]([C:24]2[S:25][C:26]([C:29]([C:2]3[CH:7]=[CH:6][N:5]=[CH:4][CH:3]=3)([OH:32])[CH2:30][CH3:31])=[CH:27][N:28]=2)[CH:23]=[N:19]1. (5) Given the reactants [CH:1]1([CH:6]2[CH2:14][C:13]3[C:8](=[C:9]([CH3:32])[C:10]([CH3:31])=[C:11]([O:15][CH2:16][C:17]4[CH:22]=[CH:21][CH:20]=[C:19](B5OCC(C)(C)CO5)[CH:18]=4)[CH:12]=3)[C:7]2=[O:33])[CH2:5][CH2:4][CH2:3][CH2:2]1.Br[C:35]1[C:44]([O:45][CH3:46])=[CH:43][C:38]([C:39]([O:41]C)=[O:40])=[CH:37][C:36]=1[O:47][CH3:48], predict the reaction product. The product is: [CH:1]1([CH:6]2[CH2:14][C:13]3[C:8](=[C:9]([CH3:32])[C:10]([CH3:31])=[C:11]([O:15][CH2:16][C:17]4[CH:22]=[C:21]([C:35]5[C:44]([O:45][CH3:46])=[CH:43][C:38]([C:39]([OH:41])=[O:40])=[CH:37][C:36]=5[O:47][CH3:48])[CH:20]=[CH:19][CH:18]=4)[CH:12]=3)[C:7]2=[O:33])[CH2:2][CH2:3][CH2:4][CH2:5]1. (6) Given the reactants [CH3:1][C:2]1[CH:3]=[C:4]([CH2:13][C@@H:14]([CH2:19][C:20]([O:22][CH3:23])=[O:21])[C:15]([O:17][CH3:18])=[O:16])[C:5]([CH2:11]O)=[C:6]2[C:10]=1[NH:9][N:8]=[CH:7]2.S(Cl)([Cl:26])=O, predict the reaction product. The product is: [CH3:1][C:2]1[CH:3]=[C:4]([CH2:13][C@@H:14]([CH2:19][C:20]([O:22][CH3:23])=[O:21])[C:15]([O:17][CH3:18])=[O:16])[C:5]([CH2:11][Cl:26])=[C:6]2[C:10]=1[NH:9][N:8]=[CH:7]2.